Task: Predict the product of the given reaction.. Dataset: Forward reaction prediction with 1.9M reactions from USPTO patents (1976-2016) (1) Given the reactants [OH:1][B:2]1[C@@H:7]([NH:8][C:9](=[O:17])[CH2:10][CH2:11][N:12]2[CH:16]=[CH:15][N:14]=[CH:13]2)[CH2:6][C:5]2[CH:18]=[CH:19][CH:20]=[C:21]([C:22]([OH:24])=[O:23])[C:4]=2[O:3]1, predict the reaction product. The product is: [CH2:21]([O:23][C:22]([C:21]1[C:4]2[O:3][B:2]([OH:1])[C@@H:7]([NH:8][C:9](=[O:17])[CH2:10][CH2:11][N:12]3[CH:16]=[CH:15][N:14]=[CH:13]3)[CH2:6][C:5]=2[CH:18]=[CH:19][CH:20]=1)=[O:24])[CH2:4][CH2:5][CH3:6]. (2) Given the reactants C[O:2][C:3](=[O:32])[C:4]1[C:9]([C:10]2[CH:15]=[CH:14][C:13]([O:16][CH2:17][C@@H:18]([NH:23][C:24]([O:26][C:27]([CH3:30])([CH3:29])[CH3:28])=[O:25])[CH2:19][CH:20]([CH3:22])[CH3:21])=[CH:12][C:11]=2[F:31])=[CH:8][CH:7]=[N:6][CH:5]=1.CO.O.[OH-].[Li+], predict the reaction product. The product is: [C:27]([O:26][C:24]([NH:23][C@@H:18]([CH2:19][CH:20]([CH3:22])[CH3:21])[CH2:17][O:16][C:13]1[CH:14]=[CH:15][C:10]([C:9]2[C:4]([C:3]([OH:32])=[O:2])=[CH:5][N:6]=[CH:7][CH:8]=2)=[C:11]([F:31])[CH:12]=1)=[O:25])([CH3:30])([CH3:29])[CH3:28]. (3) Given the reactants Cl[C:2]1[C:7]([O:8][CH3:9])=[C:6]([Cl:10])[N:5]=[CH:4][N:3]=1.[CH3:11][S:12]([C:15]1[N:20]=[C:19]([CH3:21])[C:18]([NH2:22])=[CH:17][CH:16]=1)(=[O:14])=[O:13].C([O-])([O-])=O.[Cs+].[Cs+], predict the reaction product. The product is: [Cl:10][C:6]1[N:5]=[CH:4][N:3]=[C:2]([NH:22][C:18]2[C:19]([CH3:21])=[N:20][C:15]([S:12]([CH3:11])(=[O:14])=[O:13])=[CH:16][CH:17]=2)[C:7]=1[O:8][CH3:9]. (4) Given the reactants [I:1][C:2]1[NH:6][N:5]=[C:4]([C:7]([NH2:9])=O)[C:3]=1[CH3:10].FC(F)(F)C(OC(=O)C(F)(F)F)=O.C(N(CC)CC)C.C(=O)(O)[O-].[Na+], predict the reaction product. The product is: [I:1][C:2]1[NH:6][N:5]=[C:4]([C:7]#[N:9])[C:3]=1[CH3:10]. (5) Given the reactants [NH2:1][C:2]1[N:6]([C:7]2[CH:16]=[CH:15][C:10]3[NH:11][C:12]([CH3:14])=[N:13][C:9]=3[CH:8]=2)[N:5]=[CH:4][C:3]=1[C:17]([C:19]1[N:20]([S:29]([C:32]2[CH:37]=[CH:36][C:35]([CH3:38])=[CH:34][CH:33]=2)(=[O:31])=[O:30])[C:21]2[C:26]([CH:27]=1)=[CH:25][CH:24]=[C:23](I)[CH:22]=2)=[O:18].C([O-])(=O)C.[K+].Br[C:45]1[CH:50]=[CH:49][N:48]=[N:47][CH:46]=1.C(=O)(O)[O-].[Na+], predict the reaction product. The product is: [NH2:1][C:2]1[N:6]([C:7]2[CH:16]=[CH:15][C:10]3[NH:11][C:12]([CH3:14])=[N:13][C:9]=3[CH:8]=2)[N:5]=[CH:4][C:3]=1[C:17]([C:19]1[N:20]([S:29]([C:32]2[CH:37]=[CH:36][C:35]([CH3:38])=[CH:34][CH:33]=2)(=[O:31])=[O:30])[C:21]2[C:26]([CH:27]=1)=[CH:25][CH:24]=[C:23]([C:45]1[CH:50]=[CH:49][N:48]=[N:47][CH:46]=1)[CH:22]=2)=[O:18]. (6) Given the reactants Br[C:2]1[S:11][C:5]2[S:6][C:7](Br)=[C:8]([CH3:9])[C:4]=2[C:3]=1[CH3:12].B([O-])[O-].[CH2:16]([C:22]1[CH:23]=[CH:24][S:25][CH:26]=1)[CH2:17][CH2:18][CH2:19][CH2:20][CH3:21].[Na+].[Na+].[Na], predict the reaction product. The product is: [CH2:16]([C:22]1[CH:23]=[C:24]([C:2]2[S:11][C:5]3[S:6][C:7]([C:24]4[S:25][CH:26]=[C:22]([CH2:16][CH2:17][CH2:18][CH2:19][CH2:20][CH3:21])[CH:23]=4)=[C:8]([CH3:9])[C:4]=3[C:3]=2[CH3:12])[S:25][CH:26]=1)[CH2:17][CH2:18][CH2:19][CH2:20][CH3:21]. (7) Given the reactants [NH:1]1[CH2:6][CH2:5][O:4][CH2:3][CH2:2]1.[C:7]([C:10]1[S:11][C:12]([Br:15])=[CH:13][CH:14]=1)(=O)[CH3:8].[BH4-].[Na+], predict the reaction product. The product is: [Br:15][C:12]1[S:11][C:10]([CH:7]([N:1]2[CH2:6][CH2:5][O:4][CH2:3][CH2:2]2)[CH3:8])=[CH:14][CH:13]=1. (8) Given the reactants [NH2:1][C:2]([C@H:4]1[CH2:8][CH2:7][C@H:6]([NH:9][C:10](=[O:16])[O:11][C:12]([CH3:15])([CH3:14])[CH3:13])[CH2:5]1)=[O:3].Cl[CH2:18][C:19]([CH2:21][C:22]1[CH:27]=[CH:26][CH:25]=[CH:24][CH:23]=1)=O.CC(OC(ON=C(C1C=CC=CC=1)C#N)=O)(C)C, predict the reaction product. The product is: [CH2:21]([C:19]1[N:1]=[C:2]([C@H:4]2[CH2:8][CH2:7][C@H:6]([NH:9][C:10](=[O:16])[O:11][C:12]([CH3:13])([CH3:15])[CH3:14])[CH2:5]2)[O:3][CH:18]=1)[C:22]1[CH:27]=[CH:26][CH:25]=[CH:24][CH:23]=1. (9) Given the reactants [C:1]([N:8]1[CH2:13][CH2:12][N:11]([C:14](Cl)=[O:15])[CH2:10][CH2:9]1)([O:3][C:4]([CH3:7])([CH3:6])[CH3:5])=[O:2].[N:17]1[CH:22]=CC=C[CH:18]=1.CNC, predict the reaction product. The product is: [C:1]([N:8]1[CH2:13][CH2:12][N:11]([C:14](=[O:15])[N:17]([CH3:22])[CH3:18])[CH2:10][CH2:9]1)([O:3][C:4]([CH3:7])([CH3:6])[CH3:5])=[O:2].